The task is: Predict the product of the given reaction.. This data is from Forward reaction prediction with 1.9M reactions from USPTO patents (1976-2016). (1) The product is: [NH2:28][C:25]1[C:24]([S:2]([Cl:1])(=[O:5])=[O:3])=[CH:23][C:22]([C:19]2[CH:20]=[C:21]3[C:16](=[CH:17][CH:18]=2)[N:15]=[CH:14][CH:13]=[C:12]3[C:9]2[CH:10]=[CH:11][N:6]=[CH:7][CH:8]=2)=[CH:27][N:26]=1. Given the reactants [Cl:1][S:2]([OH:5])(=O)=[O:3].[N:6]1[CH:11]=[CH:10][C:9]([C:12]2[C:21]3[C:16](=[CH:17][CH:18]=[C:19]([C:22]4[CH:23]=[CH:24][C:25]([NH2:28])=[N:26][CH:27]=4)[CH:20]=3)[N:15]=[CH:14][CH:13]=2)=[CH:8][CH:7]=1, predict the reaction product. (2) Given the reactants Br[C:2]1[CH:7]=[CH:6][C:5]([NH:8][CH:9]([C:11]2[CH:16]=[CH:15][CH:14]=[CH:13][CH:12]=2)[CH3:10])=[CH:4][CH:3]=1.[B:17]1([B:17]2[O:21][C:20]([CH3:23])([CH3:22])[C:19]([CH3:25])([CH3:24])[O:18]2)[O:21][C:20]([CH3:23])([CH3:22])[C:19]([CH3:25])([CH3:24])[O:18]1.ClCCl.C([O-])(=O)C.[K+], predict the reaction product. The product is: [C:11]1([CH:9]([NH:8][C:5]2[CH:6]=[CH:7][C:2]([B:17]3[O:21][C:20]([CH3:23])([CH3:22])[C:19]([CH3:25])([CH3:24])[O:18]3)=[CH:3][CH:4]=2)[CH3:10])[CH:16]=[CH:15][CH:14]=[CH:13][CH:12]=1. (3) Given the reactants [H-].[Na+].[CH2:3]([C@@H:10]1[NH:14][C:13]2([CH2:19][CH2:18][N:17]([C:20]([O:22][C:23]([CH3:26])([CH3:25])[CH3:24])=[O:21])[CH2:16][CH2:15]2)[NH:12][C:11]1=[O:27])[C:4]1[CH:9]=[CH:8][CH:7]=[CH:6][CH:5]=1.[CH2:28](Cl)[C:29]1[CH:34]=[CH:33][CH:32]=[CH:31][CH:30]=1.[NH4+].[Cl-], predict the reaction product. The product is: [C:23]([O:22][C:20]([N:17]1[CH2:16][CH2:15][C:13]2([N:12]([CH2:28][C:29]3[CH:34]=[CH:33][CH:32]=[CH:31][CH:30]=3)[C:11](=[O:27])[C@H:10]([CH2:3][C:4]3[CH:9]=[CH:8][CH:7]=[CH:6][CH:5]=3)[NH:14]2)[CH2:19][CH2:18]1)=[O:21])([CH3:24])([CH3:26])[CH3:25].